The task is: Predict which catalyst facilitates the given reaction.. This data is from Catalyst prediction with 721,799 reactions and 888 catalyst types from USPTO. (1) Reactant: [F:1][C:2]([F:14])([F:13])[C:3]1[CH:8]=[C:7]([N+:9]([O-:11])=[O:10])[CH:6]=[CH:5][C:4]=1[OH:12].Br[CH2:16][C:17]([O:19][CH2:20][CH3:21])=[O:18].C(=O)([O-])[O-].[K+].[K+]. Product: [CH2:20]([O:19][C:17](=[O:18])[CH2:16][O:12][C:4]1[CH:5]=[CH:6][C:7]([N+:9]([O-:11])=[O:10])=[CH:8][C:3]=1[C:2]([F:13])([F:14])[F:1])[CH3:21]. The catalyst class is: 131. (2) Reactant: [F:1][C:2]1[CH:10]=[CH:9][CH:8]=[C:7]2[C:3]=1[CH:4]=[C:5]([C:11]1[C:16]([CH:17]=[C:18]([CH3:20])[CH3:19])=[CH:15][N:14]=[C:13]([C:21]3[C:22]([N:41]([CH3:46])[S:42]([CH3:45])(=[O:44])=[O:43])=[CH:23][C:24]4[O:28][C:27]([C:29]5[CH:34]=[CH:33][C:32]([F:35])=[CH:31][CH:30]=5)=[C:26]([C:36]([NH:38][CH3:39])=[O:37])[C:25]=4[CH:40]=3)[CH:12]=1)[NH:6]2.[O-]P([O-])([O-])=O.[K+].[K+].[K+]. Product: [F:1][C:2]1[C:3]2[CH:4]=[C:5]3[C:11]4[CH:12]=[C:13]([C:21]5[C:22]([N:41]([CH3:46])[S:42]([CH3:45])(=[O:43])=[O:44])=[CH:23][C:24]6[O:28][C:27]([C:29]7[CH:30]=[CH:31][C:32]([F:35])=[CH:33][CH:34]=7)=[C:26]([C:36]([NH:38][CH3:39])=[O:37])[C:25]=6[CH:40]=5)[N:14]=[CH:15][C:16]=4[CH2:17][C:18]([CH3:20])([CH3:19])[N:6]3[C:7]=2[CH:8]=[CH:9][CH:10]=1. The catalyst class is: 287. (3) Reactant: Br[CH2:2][C:3]([C:5]1[CH:10]=[CH:9][CH:8]=[CH:7][C:6]=1[O:11][CH3:12])=[O:4].[CH3:13][N:14]1[C:22]2[N:21]=[C:20]([Cl:23])[N:19]([CH2:24][CH:25]=[C:26]([CH3:28])[CH3:27])[C:18]=2[C:17](=[O:29])[NH:16][C:15]1=[O:30].C(=O)([O-])[O-].[K+].[K+]. Product: [CH3:12][O:11][C:6]1[CH:7]=[CH:8][CH:9]=[CH:10][C:5]=1[C:3](=[O:4])[CH2:2][N:16]1[C:17](=[O:29])[C:18]2[N:19]([CH2:24][CH:25]=[C:26]([CH3:27])[CH3:28])[C:20]([Cl:23])=[N:21][C:22]=2[N:14]([CH3:13])[C:15]1=[O:30]. The catalyst class is: 9. (4) Reactant: [CH:1]([C:3]1[CH:4]=[C:5]([CH:16]=[CH:17][CH:18]=1)[O:6][C@@H:7]([CH3:15])[C:8]([O:10][C:11]([CH3:14])([CH3:13])[CH3:12])=[O:9])=[O:2].[BH4-].[Na+].O.Cl. Product: [OH:2][CH2:1][C:3]1[CH:4]=[C:5]([CH:16]=[CH:17][CH:18]=1)[O:6][C@@H:7]([CH3:15])[C:8]([O:10][C:11]([CH3:13])([CH3:14])[CH3:12])=[O:9]. The catalyst class is: 125. (5) Reactant: C[Si](C)(C)[N-][Si](C)(C)C.[Na+].[CH2:11]([C:13]1[CH:14]=[C:15]([C:30]2[CH2:35][CH2:34][N:33]([C:36]([O:38][C:39]([CH3:42])([CH3:41])[CH3:40])=[O:37])[CH2:32][CH:31]=2)[CH:16]=[CH:17][C:18]=1[NH:19][C:20]1[N:25]=[CH:24][C:23]2[N:26]=[CH:27][N:28]([CH3:29])[C:22]=2[CH:21]=1)[CH3:12].I[CH3:44]. Product: [CH2:11]([C:13]1[CH:14]=[C:15]([C:30]2[CH2:35][CH2:34][N:33]([C:36]([O:38][C:39]([CH3:41])([CH3:40])[CH3:42])=[O:37])[CH2:32][CH:31]=2)[CH:16]=[CH:17][C:18]=1[N:19]([CH3:44])[C:20]1[N:25]=[CH:24][C:23]2[N:26]=[CH:27][N:28]([CH3:29])[C:22]=2[CH:21]=1)[CH3:12]. The catalyst class is: 3. (6) Reactant: O=[C:2]([CH2:6][C:7]1[CH:8]=[C:9]([CH3:13])[CH:10]=[CH:11][CH:12]=1)[CH2:3][C:4]#[N:5].[NH2:14][NH2:15]. Product: [CH3:13][C:9]1[CH:8]=[C:7]([CH:12]=[CH:11][CH:10]=1)[CH2:6][C:2]1[CH:3]=[C:4]([NH2:5])[NH:14][N:15]=1. The catalyst class is: 14.